From a dataset of Forward reaction prediction with 1.9M reactions from USPTO patents (1976-2016). Predict the product of the given reaction. (1) Given the reactants [Cl:1][C:2]1[CH:7]=[CH:6][CH:5]=[C:4]([F:8])[C:3]=1[C@H:9]1[N:14]2[N:15]=[CH:16][N:17]=[C:13]2[NH:12][C@@H:11]([C:18]2[CH:23]=[CH:22][C:21]([Cl:24])=[CH:20][CH:19]=2)[CH2:10]1.O, predict the reaction product. The product is: [Cl:1][C:2]1[CH:7]=[CH:6][CH:5]=[C:4]([F:8])[C:3]=1[C@H:9]1[N:14]2[N:15]=[CH:16][N:17]=[C:13]2[NH:12][C@@H:11]([C:18]2[CH:23]=[CH:22][C:21]([Cl:24])=[CH:20][CH:19]=2)[CH2:10]1.[Cl:1][C:2]1[CH:7]=[CH:6][CH:5]=[C:4]([F:8])[C:3]=1[C@@H:9]1[N:14]2[N:15]=[CH:16][N:17]=[C:13]2[NH:12][C@H:11]([C:18]2[CH:23]=[CH:22][C:21]([Cl:24])=[CH:20][CH:19]=2)[CH2:10]1. (2) Given the reactants CC1(C)C(C)(C)OB([C:9]2[CH:10]=[C:11]3[C:15](=[CH:16][CH:17]=2)[C:14]([CH2:19][C:20]2[N:21]([C:33]([C:46]4[CH:51]=[CH:50][CH:49]=[CH:48][CH:47]=4)([C:40]4[CH:45]=[CH:44][CH:43]=[CH:42][CH:41]=4)[C:34]4[CH:39]=[CH:38][CH:37]=[CH:36][CH:35]=4)[CH:22]=[C:23]([CH2:25][C:26]4([C:29]([F:32])([F:31])[F:30])[CH2:28][CH2:27]4)[N:24]=2)([OH:18])[CH2:13][CH2:12]3)O1.C(=O)([O-])[O-].[K+].[K+].Br[C:60]1[CH:65]=[CH:64][C:63]([F:66])=[CH:62][N:61]=1, predict the reaction product. The product is: [F:66][C:63]1[CH:64]=[CH:65][C:60]([C:9]2[CH:10]=[C:11]3[C:15](=[CH:16][CH:17]=2)[C:14]([CH2:19][C:20]2[N:21]([C:33]([C:34]4[CH:39]=[CH:38][CH:37]=[CH:36][CH:35]=4)([C:40]4[CH:45]=[CH:44][CH:43]=[CH:42][CH:41]=4)[C:46]4[CH:47]=[CH:48][CH:49]=[CH:50][CH:51]=4)[CH:22]=[C:23]([CH2:25][C:26]4([C:29]([F:31])([F:30])[F:32])[CH2:28][CH2:27]4)[N:24]=2)([OH:18])[CH2:13][CH2:12]3)=[N:61][CH:62]=1.